From a dataset of Reaction yield outcomes from USPTO patents with 853,638 reactions. Predict the reaction yield, written as a fraction of the theoretical maximum amount of product (1.0 means a 100% yield; for example, 0.34 means a 34% yield). (1) The reactants are [CH2:1]([C:5]1[CH:10]=[CH:9][C:8]([C:11]2[CH:20]=[CH:19][C:14]([C:15]([O:17]C)=[O:16])=[CH:13][CH:12]=2)=[CH:7][CH:6]=1)[CH2:2][CH2:3][CH3:4].[OH-].[Na+]. The catalyst is C1COCC1.O. The product is [CH2:1]([C:5]1[CH:10]=[CH:9][C:8]([C:11]2[CH:12]=[CH:13][C:14]([C:15]([OH:17])=[O:16])=[CH:19][CH:20]=2)=[CH:7][CH:6]=1)[CH2:2][CH2:3][CH3:4]. The yield is 0.711. (2) The reactants are C(OC([N:8]1[CH2:13][CH2:12][CH2:11][CH:10]([CH2:14][NH:15][C:16]([C:18]2[C:26]3[C:21](=[N:22][CH:23]=[C:24]([CH:27]4[CH2:29][CH2:28]4)[N:25]=3)[N:20]([CH2:30][O:31][CH2:32][CH2:33][Si:34]([CH3:37])([CH3:36])[CH3:35])[CH:19]=2)=[O:17])[CH2:9]1)=O)(C)(C)C.C([Cl:41])(=O)C. The catalyst is CO. The product is [ClH:41].[NH:8]1[CH2:13][CH2:12][CH2:11][CH:10]([CH2:14][NH:15][C:16]([C:18]2[C:26]3[C:21](=[N:22][CH:23]=[C:24]([CH:27]4[CH2:28][CH2:29]4)[N:25]=3)[N:20]([CH2:30][O:31][CH2:32][CH2:33][Si:34]([CH3:37])([CH3:36])[CH3:35])[CH:19]=2)=[O:17])[CH2:9]1. The yield is 0.980. (3) The reactants are [Cl:1][C:2]1[CH:3]=[CH:4][N:5]2[C:10]=1[C:9](=[O:11])[N:8]([C:12]1[CH:17]=[CH:16][CH:15]=[CH:14][CH:13]=1)[C:7]([C@@H:18]1[CH2:22][CH2:21][CH2:20][N:19]1[C:23]1[N:28]=[C:27]([NH2:29])[N:26]=[C:25]([NH2:30])[N:24]=1)=[N:6]2.Cl[CH2:32][CH:33]=O. The catalyst is CCO.O. The product is [NH2:29][C:27]1[N:28]=[C:23]([N:19]2[CH2:20][CH2:21][CH2:22][C@H:18]2[C:7]2[N:8]([C:12]3[CH:13]=[CH:14][CH:15]=[CH:16][CH:17]=3)[C:9](=[O:11])[C:10]3=[C:2]([Cl:1])[CH:3]=[CH:4][N:5]3[N:6]=2)[N:24]2[CH:32]=[CH:33][N:30]=[C:25]2[N:26]=1. The yield is 0.520. (4) The reactants are [CH:1]1([C:4]([C:6]2[C:7](Cl)=[N:8][CH:9]=[N:10][C:11]=2[Cl:12])=O)[CH2:3][CH2:2]1.[NH2:14][NH2:15]. The catalyst is C1COCC1. The product is [Cl:12][C:11]1[N:10]=[CH:9][N:8]=[C:7]2[NH:14][N:15]=[C:4]([CH:1]3[CH2:3][CH2:2]3)[C:6]=12. The yield is 0.740. (5) The reactants are [CH2:1]([C:3]1[CH:25]=[CH:24][CH:23]=[CH:22][C:4]=1[NH:5][C:6]1[C:15]2[C:10](=[CH:11][C:12]([OH:18])=[C:13]([O:16][CH3:17])[CH:14]=2)[N:9]=[CH:8][C:7]=1[C:19]([NH2:21])=[O:20])[CH3:2].[C:26]([O-:29])([O-])=O.[Cs+].[Cs+].Br[CH2:33][CH2:34]CBr. The catalyst is CS(C)=O. The product is [CH2:1]([C:3]1[CH:25]=[CH:24][CH:23]=[CH:22][C:4]=1[NH:5][C:6]1[C:15]2[C:10](=[CH:11][C:12]([O:18][CH2:33][CH2:34][CH2:26][OH:29])=[C:13]([O:16][CH3:17])[CH:14]=2)[N:9]=[CH:8][C:7]=1[C:19]([NH2:21])=[O:20])[CH3:2]. The yield is 0.0900. (6) The reactants are [F:1][C:2]1[CH:3]=[CH:4][C:5]([C:8](=[N:12]O)[CH2:9][O:10][CH3:11])=[N:6][CH:7]=1. The catalyst is [Pd].C(OCC)(=O)C. The product is [F:1][C:2]1[CH:3]=[CH:4][C:5]([CH:8]([NH2:12])[CH2:9][O:10][CH3:11])=[N:6][CH:7]=1. The yield is 0.490.